This data is from Forward reaction prediction with 1.9M reactions from USPTO patents (1976-2016). The task is: Predict the product of the given reaction. (1) Given the reactants [NH2:1][C:2]1[N:28]([CH2:29][C:30]([OH:33])([CH3:32])[CH3:31])[C:6]2[N:7]=[C:8]([NH:11][C:12]3[CH:17]=[CH:16][C:15]([N:18]4[CH2:23][CH2:22][N:21]([CH2:24][CH3:25])[CH2:20][CH2:19]4)=[CH:14][C:13]=3[O:26][CH3:27])[N:9]=[CH:10][C:5]=2[C:4](=[O:34])[C:3]=1[C:35]([NH2:37])=[O:36].[ClH:38].CCOCC, predict the reaction product. The product is: [ClH:38].[NH2:1][C:2]1[N:28]([CH2:29][C:30]([OH:33])([CH3:32])[CH3:31])[C:6]2[N:7]=[C:8]([NH:11][C:12]3[CH:17]=[CH:16][C:15]([N:18]4[CH2:19][CH2:20][N:21]([CH2:24][CH3:25])[CH2:22][CH2:23]4)=[CH:14][C:13]=3[O:26][CH3:27])[N:9]=[CH:10][C:5]=2[C:4](=[O:34])[C:3]=1[C:35]([NH2:37])=[O:36]. (2) Given the reactants [Cl:1][C:2]1[CH:3]=[C:4]([N:10]2[C:14]([CH3:15])=[C:13]([CH2:16][C:17]3[CH:25]=[CH:24][C:20]([C:21](O)=[O:22])=[CH:19][CH:18]=3)[C:12]([CH3:26])=[N:11]2)[CH:5]=[CH:6][C:7]=1[C:8]#[N:9].[NH2:27][CH2:28][CH2:29][CH2:30][OH:31], predict the reaction product. The product is: [Cl:1][C:2]1[CH:3]=[C:4]([N:10]2[C:14]([CH3:15])=[C:13]([CH2:16][C:17]3[CH:18]=[CH:19][C:20]([C:21]([NH:27][CH2:28][CH2:29][CH2:30][OH:31])=[O:22])=[CH:24][CH:25]=3)[C:12]([CH3:26])=[N:11]2)[CH:5]=[CH:6][C:7]=1[C:8]#[N:9].